From a dataset of Full USPTO retrosynthesis dataset with 1.9M reactions from patents (1976-2016). Predict the reactants needed to synthesize the given product. (1) Given the product [Cl:1][C:2]1[C:11]([C:12]([OH:14])=[O:13])=[C:10]([NH:16][CH2:17][C:18]2[CH:23]=[CH:22][C:21]([O:24][CH2:25][CH3:33])=[C:20]([Cl:26])[CH:19]=2)[C:9]2[C:4](=[CH:5][CH:6]=[C:7]([C:27]#[N:28])[CH:8]=2)[N:3]=1, predict the reactants needed to synthesize it. The reactants are: [Cl:1][C:2]1[C:11]([C:12]([O:14]C)=[O:13])=[C:10]([NH:16][CH2:17][C:18]2[CH:23]=[CH:22][C:21]([O:24][CH3:25])=[C:20]([Cl:26])[CH:19]=2)[C:9]2[C:4](=[CH:5][CH:6]=[C:7]([C:27]#[N:28])[CH:8]=2)[N:3]=1.[Li+].[OH-].O.O1CCOC[CH2:33]1. (2) Given the product [C:1]([O:5][C:6]([NH:8][C@@:9]1([C:37]([O:39][C:40]([CH3:43])([CH3:42])[CH3:41])=[O:38])[C@H:14]([CH2:15][S:16][C:17]2[CH:22]=[CH:21][C:20]([F:23])=[C:19]([CH3:24])[CH:18]=2)[C@@H:13]([S:55][C:52]2[N:53]=[CH:54][NH:50][N:51]=2)[C@@H:12]2[C@H:10]1[C@H:11]2[C:30]([O:32][C:33]([CH3:35])([CH3:34])[CH3:36])=[O:31])=[O:7])([CH3:4])([CH3:2])[CH3:3], predict the reactants needed to synthesize it. The reactants are: [C:1]([O:5][C:6]([NH:8][C@@:9]1([C:37]([O:39][C:40]([CH3:43])([CH3:42])[CH3:41])=[O:38])[C@H:14]([CH2:15][S:16][C:17]2[CH:22]=[CH:21][C:20]([F:23])=[C:19]([CH3:24])[CH:18]=2)[C@H:13](OS(C)(=O)=O)[C@@H:12]2[C@H:10]1[C@H:11]2[C:30]([O:32][C:33]([CH3:36])([CH3:35])[CH3:34])=[O:31])=[O:7])([CH3:4])([CH3:3])[CH3:2].C(=O)([O-])[O-].[Cs+].[Cs+].[NH:50]1[CH:54]=[N:53][C:52]([SH:55])=[N:51]1.C(O[BH-](OC(=O)C)OC(=O)C)(=O)C.[Na+]. (3) The reactants are: [CH2:1]([C:8]1[CH:13]=[CH:12][C:11](/[CH:14]=[CH:15]/[N+:16]([O-:18])=[O:17])=[CH:10][N:9]=1)[C:2]1[CH:7]=[CH:6][CH:5]=[CH:4][CH:3]=1.C(O)(=O)C.[BH4-].[Na+]. Given the product [CH2:1]([C:8]1[CH:13]=[CH:12][C:11]([CH2:14][CH2:15][N+:16]([O-:18])=[O:17])=[CH:10][N:9]=1)[C:2]1[CH:7]=[CH:6][CH:5]=[CH:4][CH:3]=1, predict the reactants needed to synthesize it. (4) Given the product [C:4]1(=[O:6])[O:12][C:1](=[O:11])[C:2]2=[CH:10][CH:9]=[CH:8][CH:7]=[C:3]12, predict the reactants needed to synthesize it. The reactants are: [C:1]([OH:12])(=[O:11])[C:2]1[C:3](=[CH:7][CH:8]=[CH:9][CH:10]=1)[C:4]([OH:6])=O.C(N(CC1C=CC=C(CN(C(C)C)C(C)C)C=1B(O)O)C(C)C)(C)C.B(O)O. (5) Given the product [S:1]1[C:5]2[CH:6]=[CH:7][CH:8]=[CH:9][C:4]=2[N:3]=[C:2]1[C:10]1[C:14]([NH:15][C:20]([CH:16]2[CH2:19][CH2:18][CH2:17]2)=[O:21])=[CH:13][NH:12][N:11]=1, predict the reactants needed to synthesize it. The reactants are: [S:1]1[C:5]2[CH:6]=[CH:7][CH:8]=[CH:9][C:4]=2[N:3]=[C:2]1[C:10]1[C:14]([NH2:15])=[CH:13][NH:12][N:11]=1.[CH:16]1([C:20](Cl)=[O:21])[CH2:19][CH2:18][CH2:17]1.N1C2C=CC=CC=2N=C1C1C(NC(=O)C(C)C)=CNN=1. (6) Given the product [Cl:1][C:2]1[N:3]=[N:4][C:5]([C:17]([C:13]2[CH:12]=[N:11][CH:16]=[CH:15][CH:14]=2)=[O:33])=[C:6]([CH3:9])[C:7]=1[CH3:8], predict the reactants needed to synthesize it. The reactants are: [Cl:1][C:2]1[N:3]=[N:4][C:5](Cl)=[C:6]([CH3:9])[C:7]=1[CH3:8].[N:11]1[CH:16]=[CH:15][CH:14]=[C:13]([CH2:17]C#N)[CH:12]=1.C[Si]([N-][Si](C)(C)C)(C)C.[Na+].C1C[O:33]CC1. (7) The reactants are: [CH2:1]([C:5]12[CH2:17][CH:16]([CH2:18][CH:19]=[O:20])[C:15](=[O:21])[C:14]([CH3:22])=[C:13]1[C:12]1[C:7](=[CH:8][C:9]([OH:23])=[CH:10][CH:11]=1)[CH2:6]2)[CH2:2][CH2:3][CH3:4].[BH4-].[Na+]. Given the product [CH2:1]([C:5]12[CH2:17][CH:16]([CH2:18][CH2:19][OH:20])[C:15](=[O:21])[C:14]([CH3:22])=[C:13]1[C:12]1[C:7](=[CH:8][C:9]([OH:23])=[CH:10][CH:11]=1)[CH2:6]2)[CH2:2][CH2:3][CH3:4], predict the reactants needed to synthesize it. (8) Given the product [CH2:17]([O:11][CH:8]([CH2:9][O:10][CH2:32][CH2:31][CH2:30][CH2:29][CH2:28][CH2:27][CH2:26][CH2:25]/[CH:24]=[CH:23]\[CH2:22][CH2:21][CH2:20][CH2:19][CH2:18][CH3:17])[CH2:7][N:4]1[CH2:3][CH2:2][O:1][CH2:6][CH2:5]1)[CH2:18][CH2:19][CH2:20][CH2:21][CH2:22][CH2:23][CH2:24]/[CH:25]=[CH:26]\[CH2:27][CH2:28][CH2:29][CH2:30][CH2:31][CH3:32], predict the reactants needed to synthesize it. The reactants are: [O:1]1[CH2:6][CH2:5][N:4]([CH2:7][CH:8]([OH:11])[CH2:9][OH:10])[CH2:3][CH2:2]1.CS(O[CH2:17][CH2:18][CH2:19][CH2:20][CH2:21][CH2:22][CH2:23][CH2:24]/[CH:25]=[CH:26]\[CH2:27][CH2:28][CH2:29][CH2:30][CH2:31][CH3:32])(=O)=O. (9) Given the product [N:3]1[CH:4]=[CH:5][CH:6]=[CH:7][C:2]=1[N:11]1[CH2:12][CH2:13][NH:14][CH2:15][CH2:10]1, predict the reactants needed to synthesize it. The reactants are: Cl[C:2]1[C:7](Cl)=[CH:6][CH:5]=[CH:4][N:3]=1.C[C@@H:10]1[CH2:15][NH:14][CH2:13][CH2:12][NH:11]1.C([O-])([O-])=O.[K+].[K+].